Dataset: Full USPTO retrosynthesis dataset with 1.9M reactions from patents (1976-2016). Task: Predict the reactants needed to synthesize the given product. (1) Given the product [Cl:1][C:2]1[O:6][C:5]([C:7]2[CH:31]=[CH:30][C:10]3[C:11]4[CH:17]=[C:16]([S:18]([NH:21][C@H:22]([CH:27]([CH3:28])[CH3:29])[C:23]([OH:25])=[O:24])(=[O:19])=[O:20])[CH:15]=[CH:14][C:12]=4[O:13][C:9]=3[CH:8]=2)=[CH:4][CH:3]=1, predict the reactants needed to synthesize it. The reactants are: [Cl:1][C:2]1[O:6][C:5]([C:7]2[CH:31]=[CH:30][C:10]3[C:11]4[CH:17]=[C:16]([S:18]([NH:21][C@H:22]([CH:27]([CH3:29])[CH3:28])[C:23]([O:25]C)=[O:24])(=[O:20])=[O:19])[CH:15]=[CH:14][C:12]=4[O:13][C:9]=3[CH:8]=2)=[CH:4][CH:3]=1.[Li+].[OH-].O. (2) The reactants are: [NH2:1][C:2]1[CH:27]=[CH:26][C:5]([O:6][C:7]2[CH:12]=[CH:11][N:10]=[C:9]3[CH:13]=[C:14]([C:16]4[CH:25]=[CH:24][C:19]([C:20]([NH:22][CH3:23])=[O:21])=[CH:18][CH:17]=4)[S:15][C:8]=23)=[C:4]([F:28])[CH:3]=1.[CH:29]1([CH2:32][N:33]2[CH:38]=[CH:37][N:36]=[C:35]([C:39](O)=[O:40])[C:34]2=[O:42])[CH2:31][CH2:30]1. Given the product [CH:29]1([CH2:32][N:33]2[CH:38]=[CH:37][N:36]=[C:35]([C:39]([NH:1][C:2]3[CH:27]=[CH:26][C:5]([O:6][C:7]4[CH:12]=[CH:11][N:10]=[C:9]5[CH:13]=[C:14]([C:16]6[CH:25]=[CH:24][C:19]([C:20](=[O:21])[NH:22][CH3:23])=[CH:18][CH:17]=6)[S:15][C:8]=45)=[C:4]([F:28])[CH:3]=3)=[O:40])[C:34]2=[O:42])[CH2:30][CH2:31]1, predict the reactants needed to synthesize it. (3) Given the product [Br:8][C:5]1[CH:4]=[N:3][C:2]([NH:18][CH2:17][C:16]([C:13]2[CH:12]=[CH:11][C:10]([F:9])=[CH:15][CH:14]=2)([CH3:20])[CH3:19])=[N:23][CH:6]=1, predict the reactants needed to synthesize it. The reactants are: Cl[C:2]1C=[CH:6][C:5]([Br:8])=[CH:4][N:3]=1.[F:9][C:10]1[CH:15]=[CH:14][C:13]([C:16]([CH3:20])([CH3:19])[CH2:17][NH2:18])=[CH:12][CH:11]=1.CC[N:23](C(C)C)C(C)C. (4) Given the product [Li+:27].[CH3:1][C:2]1[N:6]([CH:7]([CH3:9])[CH3:8])[C:5]([C:10]2[CH:15]=[CH:14][N:13]=[C:12]([NH:16][CH:17]3[CH2:22][CH2:21][CH2:20][CH:19]([C:23]([O-:25])=[O:24])[CH2:18]3)[N:11]=2)=[CH:4][N:3]=1, predict the reactants needed to synthesize it. The reactants are: [CH3:1][C:2]1[N:6]([CH:7]([CH3:9])[CH3:8])[C:5]([C:10]2[CH:15]=[CH:14][N:13]=[C:12]([NH:16][CH:17]3[CH2:22][CH2:21][CH2:20][CH:19]([C:23]([O:25]C)=[O:24])[CH2:18]3)[N:11]=2)=[CH:4][N:3]=1.[Li+:27].[OH-].C(=O)=O. (5) Given the product [CH3:9][O:10][C:11]1[CH:12]=[C:13]2[CH2:22][CH:21]([CH2:23][CH:24]3[CH2:25][CH2:26][N:27]([CH2:30][C:31]4[CH:36]=[CH:35][CH:34]=[CH:33][CH:32]=4)[CH2:28][CH2:29]3)[C:19](=[O:20])[C:14]2=[CH:15][C:16]=1[O:17][CH3:18].[C:1]([O-:8])(=[O:7])/[CH:2]=[CH:3]\[C:4]([O-:6])=[O:5], predict the reactants needed to synthesize it. The reactants are: [C:1]([OH:8])(=[O:7])/[CH:2]=[CH:3]\[C:4]([OH:6])=[O:5].[CH3:9][O:10][C:11]1[CH:12]=[C:13]2[CH2:22][CH:21]([CH2:23][CH:24]3[CH2:29][CH2:28][N:27]([CH2:30][C:31]4[CH:32]=[CH:33][CH:34]=[CH:35][CH:36]=4)[CH2:26][CH2:25]3)[C:19](=[O:20])[C:14]2=[CH:15][C:16]=1[O:17][CH3:18]. (6) The reactants are: Br[CH2:2][C:3](=O)[CH2:4][C@@H:5]1[CH2:10][CH2:9][CH2:8][CH2:7][N:6]1C(OC(C)(C)C)=O.C(Cl)Cl.[F:22][C:23]1[CH:24]=[C:25]([CH2:30][O:31][CH3:32])[C:26]([NH2:29])=[N:27][CH:28]=1. Given the product [F:22][C:23]1[CH:24]=[C:25]([CH2:30][O:31][CH3:32])[C:26]2[N:27]([CH:2]=[C:3]([CH2:4][C@@H:5]3[CH2:10][CH2:9][CH2:8][CH2:7][NH:6]3)[N:29]=2)[CH:28]=1, predict the reactants needed to synthesize it. (7) Given the product [CH2:25]([O:24][C:22]([N:19]1[CH2:18][CH2:17][C:14]2([N:13]([C:32]3[CH:37]=[CH:36][CH:35]=[CH:34][CH:33]=3)[CH2:12][N:11]([C@@H:4]([C:5]3[CH:10]=[CH:9][CH:8]=[CH:7][CH:6]=3)[C:3]([OH:38])=[O:2])[C:15]2=[O:16])[CH2:21][CH2:20]1)=[O:23])[C:26]1[CH:27]=[CH:28][CH:29]=[CH:30][CH:31]=1, predict the reactants needed to synthesize it. The reactants are: C[O:2][C:3](=[O:38])[C@@H:4]([N:11]1[C:15](=[O:16])[C:14]2([CH2:21][CH2:20][N:19]([C:22]([O:24][CH2:25][C:26]3[CH:31]=[CH:30][CH:29]=[CH:28][CH:27]=3)=[O:23])[CH2:18][CH2:17]2)[N:13]([C:32]2[CH:37]=[CH:36][CH:35]=[CH:34][CH:33]=2)[CH2:12]1)[C:5]1[CH:10]=[CH:9][CH:8]=[CH:7][CH:6]=1.[OH-].[Li+].CO.